This data is from Reaction yield outcomes from USPTO patents with 853,638 reactions. The task is: Predict the reaction yield, written as a fraction of the theoretical maximum amount of product (1.0 means a 100% yield; for example, 0.34 means a 34% yield). (1) The reactants are [Br:1][C:2]1[C:3]2[CH:11]=[CH:10][O:9][C:4]=2[C:5](=[O:8])[NH:6][CH:7]=1.[H-].[Na+].[CH3:14]I. The catalyst is CN(C=O)C. The product is [Br:1][C:2]1[C:3]2[CH:11]=[CH:10][O:9][C:4]=2[C:5](=[O:8])[N:6]([CH3:14])[CH:7]=1. The yield is 0.940. (2) The reactants are F[C:2]1[CH:3]=[C:4]2[C:8](=[CH:9][CH:10]=1)[NH:7][CH:6]=[C:5]2[CH:11]1[CH2:15][C:14](=[O:16])[NH:13][C:12]1=[O:17].[F:18]C1C=C2C(C=CN2)=CC=1.C1(=O)NC(=O)C=C1. No catalyst specified. The product is [F:18][C:10]1[CH:9]=[C:8]2[C:4]([C:5]([CH:11]3[CH2:15][C:14](=[O:16])[NH:13][C:12]3=[O:17])=[CH:6][NH:7]2)=[CH:3][CH:2]=1. The yield is 0.440. (3) The reactants are [CH2:1]([O:8][CH2:9][N:10]1[C:15]2[CH:16]=[C:17](Br)[CH:18]=[CH:19][C:14]=2[O:13][CH2:12][C:11]1=[O:21])[C:2]1[CH:7]=[CH:6][CH:5]=[CH:4][CH:3]=1.[O:22]=[C:23]1[NH:27][CH2:26][C@H:25]([NH:28][C:29](=[O:35])[O:30][C:31]([CH3:34])([CH3:33])[CH3:32])[CH2:24]1.C(=O)([O-])[O-].[Cs+].[Cs+].CNCCNC. The catalyst is C(Cl)(Cl)Cl.CO.[Cu]I.O1CCOCC1. The product is [CH2:1]([O:8][CH2:9][N:10]1[C:15]2[CH:16]=[C:17]([N:27]3[C:23](=[O:22])[CH2:24][C@@H:25]([NH:28][C:29](=[O:35])[O:30][C:31]([CH3:33])([CH3:32])[CH3:34])[CH2:26]3)[CH:18]=[CH:19][C:14]=2[O:13][CH2:12][C:11]1=[O:21])[C:2]1[CH:7]=[CH:6][CH:5]=[CH:4][CH:3]=1. The yield is 0.800.